From a dataset of HIV replication inhibition screening data with 41,000+ compounds from the AIDS Antiviral Screen. Binary Classification. Given a drug SMILES string, predict its activity (active/inactive) in a high-throughput screening assay against a specified biological target. (1) The result is 0 (inactive). The molecule is O=C1c2ccccc2C(=O)c2c1ccc1c3ccccc3n(Cc3ccccc3)c21. (2) The drug is C[N+](C)(C)CC1Cc2ccccc2C1=O.[I-]. The result is 0 (inactive). (3) The drug is COc1cc(OC)c(C2(c3c(OC(C)C)c(=O)c3=O)SCCCS2)cc1OC. The result is 0 (inactive). (4) The molecule is C[n+]1cc(C(O)c2ccc3c(c2)OCO3)c2ccccc2c1.[I-]. The result is 0 (inactive). (5) The molecule is CCCC1C(CC)C(NC)C(C#N)(C#N)C1(C#N)C#N. The result is 0 (inactive). (6) The compound is CC(C)(C)c1ccccc1NS(=O)(=O)c1ccccc1. The result is 0 (inactive).